Dataset: Full USPTO retrosynthesis dataset with 1.9M reactions from patents (1976-2016). Task: Predict the reactants needed to synthesize the given product. (1) Given the product [Cl:1][C:2]1[CH:3]=[C:4]2[C:8](=[CH:9][CH:10]=1)[NH:7][C:6](=[O:11])[C:5]2=[C:12]1[C:21]2[C:16](=[CH:17][CH:18]=[CH:19][CH:20]=2)[CH2:15][O:14]1, predict the reactants needed to synthesize it. The reactants are: [Cl:1][C:2]1[CH:3]=[C:4]2[C:8](=[CH:9][CH:10]=1)[NH:7][C:6](=[O:11])[CH2:5]2.[C:12]1([C:21]2[C:16](=[CH:17][CH:18]=[CH:19][CH:20]=2)[CH2:15][O:14]1)=O.C[Si](C)(C)N[Si](C)(C)C.[Na].Cl. (2) Given the product [C:8]([C:7]1[C:6]([CH3:29])([O:12][CH3:13])[CH2:5][C:4]([NH:3][C:14](=[O:15])[O:16][C:17]([CH3:20])([CH3:19])[CH3:18])=[CH:11][CH:10]=1)#[N:9], predict the reactants needed to synthesize it. The reactants are: [OH-].[Na+].[NH2:3][C:4]1[CH:11]=[CH:10][C:7]([C:8]#[N:9])=[C:6]([O:12][CH3:13])[CH:5]=1.[C:14](O[C:14]([O:16][C:17]([CH3:20])([CH3:19])[CH3:18])=[O:15])([O:16][C:17]([CH3:20])([CH3:19])[CH3:18])=[O:15].[C:29](O)(C)(C)C.